Dataset: Forward reaction prediction with 1.9M reactions from USPTO patents (1976-2016). Task: Predict the product of the given reaction. Given the reactants [C:1]([C:3](=[CH:17][NH:18][C:19]1[CH:24]=[CH:23][C:22]([O:25][CH2:26][CH2:27][O:28][CH3:29])=[C:21]([I:30])[CH:20]=1)[C:4]([NH:6][C:7]1[CH:12]=[C:11]([O:13][CH3:14])[C:10]([Cl:15])=[CH:9][C:8]=1[Cl:16])=O)#[N:2].P(Cl)(Cl)(Cl)=O.O.[OH-].[Na+], predict the reaction product. The product is: [Cl:16][C:8]1[CH:9]=[C:10]([Cl:15])[C:11]([O:13][CH3:14])=[CH:12][C:7]=1[NH:6][C:4]1[C:24]2[C:19](=[CH:20][C:21]([I:30])=[C:22]([O:25][CH2:26][CH2:27][O:28][CH3:29])[CH:23]=2)[N:18]=[CH:17][C:3]=1[C:1]#[N:2].